Task: Predict the product of the given reaction.. Dataset: Forward reaction prediction with 1.9M reactions from USPTO patents (1976-2016) (1) Given the reactants [I:1][C:2]1[CH:3]=[C:4]([CH:8]=[CH:9][C:10]=1[CH3:11])[C:5]([OH:7])=O.[CH3:12][C:13]1[N:14]=[CH:15][N:16]([C:18]2[CH:19]=[C:20]([C:25]([F:28])([F:27])[F:26])[CH:21]=[C:22]([NH2:24])[CH:23]=2)[CH:17]=1.CCN(CC)CC, predict the reaction product. The product is: [I:1][C:2]1[CH:3]=[C:4]([CH:8]=[CH:9][C:10]=1[CH3:11])[C:5]([NH:24][C:22]1[CH:21]=[C:20]([C:25]([F:26])([F:27])[F:28])[CH:19]=[C:18]([N:16]2[CH:17]=[C:13]([CH3:12])[N:14]=[CH:15]2)[CH:23]=1)=[O:7]. (2) Given the reactants [Cl:1][C:2]1[CH:3]=[C:4]([NH:8][C:9]2[C:10](=[O:26])[N:11]([CH2:24][CH3:25])[N:12]=[C:13]([C:18]3[CH:23]=[CH:22][CH:21]=[CH:20][CH:19]=3)[C:14]=2[CH:15](O)[CH3:16])[CH:5]=[CH:6][CH:7]=1, predict the reaction product. The product is: [Cl:1][C:2]1[CH:3]=[C:4]([NH:8][C:9]2[C:10](=[O:26])[N:11]([CH2:24][CH3:25])[N:12]=[C:13]([C:18]3[CH:19]=[CH:20][CH:21]=[CH:22][CH:23]=3)[C:14]=2[CH:15]=[CH2:16])[CH:5]=[CH:6][CH:7]=1. (3) Given the reactants CC1(C)OC(CS([C:11]2[CH:17]=[CH:16][C:14]([CH3:15])=[CH:13][CH:12]=2)(=O)=O)CO1.CC1(C)[O:24][CH:23]([CH2:25][OH:26])[CH2:22]O1.CC[N:30]([CH2:33][CH3:34])[CH2:31][CH3:32].[C:35]1(C)C=CC(S(Cl)(=O)=O)=CC=1, predict the reaction product. The product is: [CH2:15]([CH:35]1[CH2:32][CH2:31][N:30]([CH2:22][CH:23]([OH:24])[CH2:25][OH:26])[CH2:33][CH2:34]1)[C:14]1[CH:13]=[CH:12][CH:11]=[CH:17][CH:16]=1.